Dataset: NCI-60 drug combinations with 297,098 pairs across 59 cell lines. Task: Regression. Given two drug SMILES strings and cell line genomic features, predict the synergy score measuring deviation from expected non-interaction effect. (1) Drug 1: CC1=C2C(C(=O)C3(C(CC4C(C3C(C(C2(C)C)(CC1OC(=O)C(C(C5=CC=CC=C5)NC(=O)OC(C)(C)C)O)O)OC(=O)C6=CC=CC=C6)(CO4)OC(=O)C)OC)C)OC. Drug 2: C1CNP(=O)(OC1)N(CCCl)CCCl. Cell line: SF-295. Synergy scores: CSS=38.8, Synergy_ZIP=3.39, Synergy_Bliss=2.81, Synergy_Loewe=-40.5, Synergy_HSA=2.13. (2) Drug 1: CCC1(CC2CC(C3=C(CCN(C2)C1)C4=CC=CC=C4N3)(C5=C(C=C6C(=C5)C78CCN9C7C(C=CC9)(C(C(C8N6C=O)(C(=O)OC)O)OC(=O)C)CC)OC)C(=O)OC)O.OS(=O)(=O)O. Drug 2: CC1=C(C=C(C=C1)NC(=O)C2=CC=C(C=C2)CN3CCN(CC3)C)NC4=NC=CC(=N4)C5=CN=CC=C5. Cell line: SF-268. Synergy scores: CSS=9.07, Synergy_ZIP=-1.72, Synergy_Bliss=2.97, Synergy_Loewe=0.603, Synergy_HSA=2.98. (3) Drug 1: CC1CCC2CC(C(=CC=CC=CC(CC(C(=O)C(C(C(=CC(C(=O)CC(OC(=O)C3CCCCN3C(=O)C(=O)C1(O2)O)C(C)CC4CCC(C(C4)OC)O)C)C)O)OC)C)C)C)OC. Drug 2: CCC1(CC2CC(C3=C(CCN(C2)C1)C4=CC=CC=C4N3)(C5=C(C=C6C(=C5)C78CCN9C7C(C=CC9)(C(C(C8N6C)(C(=O)OC)O)OC(=O)C)CC)OC)C(=O)OC)O.OS(=O)(=O)O. Cell line: BT-549. Synergy scores: CSS=10.3, Synergy_ZIP=-2.72, Synergy_Bliss=0.277, Synergy_Loewe=-1.15, Synergy_HSA=0.110. (4) Drug 1: C1CCC(C1)C(CC#N)N2C=C(C=N2)C3=C4C=CNC4=NC=N3. Drug 2: C1=CC=C(C=C1)NC(=O)CCCCCCC(=O)NO. Cell line: NCI-H322M. Synergy scores: CSS=0.925, Synergy_ZIP=-0.988, Synergy_Bliss=-4.50, Synergy_Loewe=-19.4, Synergy_HSA=-4.96. (5) Drug 1: CC=C1C(=O)NC(C(=O)OC2CC(=O)NC(C(=O)NC(CSSCCC=C2)C(=O)N1)C(C)C)C(C)C. Drug 2: CC(C)(C#N)C1=CC(=CC(=C1)CN2C=NC=N2)C(C)(C)C#N. Cell line: 786-0. Synergy scores: CSS=16.0, Synergy_ZIP=-8.22, Synergy_Bliss=-4.75, Synergy_Loewe=-27.0, Synergy_HSA=-5.58. (6) Drug 1: CC(C)(C#N)C1=CC(=CC(=C1)CN2C=NC=N2)C(C)(C)C#N. Drug 2: C1CN(CCN1C(=O)CCBr)C(=O)CCBr. Cell line: CAKI-1. Synergy scores: CSS=4.93, Synergy_ZIP=4.25, Synergy_Bliss=3.18, Synergy_Loewe=-6.91, Synergy_HSA=-6.05.